Dataset: Experimental lipophilicity measurements (octanol/water distribution) for 4,200 compounds from AstraZeneca. Task: Regression/Classification. Given a drug SMILES string, predict its absorption, distribution, metabolism, or excretion properties. Task type varies by dataset: regression for continuous measurements (e.g., permeability, clearance, half-life) or binary classification for categorical outcomes (e.g., BBB penetration, CYP inhibition). For this dataset (lipophilicity_astrazeneca), we predict Y. The molecule is Cc1ccc(NC(=O)c2cccc(N(C)S(C)(=O)=O)c2)cc1NC(=O)c1ccc2ncccc2c1. The Y is 2.80 logD.